This data is from Full USPTO retrosynthesis dataset with 1.9M reactions from patents (1976-2016). The task is: Predict the reactants needed to synthesize the given product. (1) Given the product [Cl:1][C:2]1[CH:3]=[CH:4][C:5]([C:8]([C:20]2[CH:21]=[CH:22][C:17]([F:16])=[CH:18][CH:19]=2)([Cl:14])[Cl:13])=[CH:6][CH:7]=1, predict the reactants needed to synthesize it. The reactants are: [Cl:1][C:2]1[CH:7]=[CH:6][C:5]([C:8](F)(F)F)=[CH:4][CH:3]=1.[Al+3].[Cl-:13].[Cl-:14].[Cl-].[F:16][C:17]1[CH:22]=[CH:21][CH:20]=[CH:19][CH:18]=1. (2) Given the product [C:1]1([CH:7]([NH:10][CH2:11][C:12]2[CH:13]=[CH:14][CH:15]=[CH:16][CH:17]=2)[CH:8]=[CH2:9])[CH:2]=[CH:3][CH:4]=[CH:5][CH:6]=1, predict the reactants needed to synthesize it. The reactants are: [C:1]1([CH:7]([NH:10][CH2:11][C:12]2[CH:17]=[CH:16][C:15](OC)=[CH:14][CH:13]=2)[CH:8]=[CH2:9])[CH:6]=[CH:5][CH:4]=[CH:3][CH:2]=1.COC1C=CC(CN)=CC=1. (3) Given the product [C:1]([C:3]1[C:4](=[O:5])[NH:6][C:7]2[CH:11]=[CH:10][N:9]([C:12]3[CH:13]=[CH:14][C:15]([C:18]([O:20][CH2:21][CH3:22])=[O:19])=[CH:16][CH:17]=3)[C:8]=2[C:23]=1[OH:25])#[N:2], predict the reactants needed to synthesize it. The reactants are: [C:1]([CH2:3][C:4]([NH:6][C:7]1[CH:11]=[CH:10][N:9]([C:12]2[CH:17]=[CH:16][C:15]([C:18]([O:20][CH2:21][CH3:22])=[O:19])=[CH:14][CH:13]=2)[C:8]=1[C:23]([O:25]CC)=O)=[O:5])#[N:2].[H-].[Na+].O. (4) Given the product [O:1]1[C@H:6]2[CH2:7][N:8]([CH2:10]/[CH:11]=[CH:12]/[C:13]([OH:15])=[O:14])[CH2:9][C@H:5]2[O:4][CH2:3][CH2:2]1, predict the reactants needed to synthesize it. The reactants are: [O:1]1[C@H:6]2[CH2:7][N:8]([CH2:10]/[CH:11]=[CH:12]/[C:13]([O:15]CC)=[O:14])[CH2:9][C@H:5]2[O:4][CH2:3][CH2:2]1.[OH-].[K+].Cl. (5) Given the product [CH3:4][N:6]1[CH2:11][CH:10]([OH:12])[C:9]2[CH:13]=[CH:14][O:15][C:8]=2[CH2:7]1, predict the reactants needed to synthesize it. The reactants are: C(O[C:4]([N:6]1[CH2:11][C:10](=[O:12])[C:9]2[CH:13]=[CH:14][O:15][C:8]=2[CH2:7]1)=O)C.[H-].[Al+3].[Li+].[H-].[H-].[H-]. (6) Given the product [Cl:7][C:5]1[N:6]=[C:2]([N:24]2[CH:28]=[CH:27][CH:26]=[N:25]2)[S:3][C:4]=1[S:8]([C:11]1[CH:16]=[CH:15][C:14]([C:17]([OH:23])([CH3:22])[C:18]([F:21])([F:20])[F:19])=[CH:13][CH:12]=1)(=[O:10])=[O:9], predict the reactants needed to synthesize it. The reactants are: Cl[C:2]1[S:3][C:4]([S:8]([C:11]2[CH:16]=[CH:15][C:14]([C:17]([OH:23])([CH3:22])[C:18]([F:21])([F:20])[F:19])=[CH:13][CH:12]=2)(=[O:10])=[O:9])=[C:5]([Cl:7])[N:6]=1.[NH:24]1[CH:28]=[CH:27][CH:26]=[N:25]1.C(=O)([O-])[O-].[K+].[K+].C(#N)C. (7) The reactants are: [C:1]([C:4]1[C:12]2[C:7](=[CH:8][C:9]([OH:13])=[CH:10][CH:11]=2)[N:6]([CH2:14][C:15]([O:17]C(C)(C)C)=[O:16])[CH:5]=1)(=[O:3])[CH3:2].C(O)(C(F)(F)F)=O. Given the product [C:1]([C:4]1[C:12]2[C:7](=[CH:8][C:9]([OH:13])=[CH:10][CH:11]=2)[N:6]([CH2:14][C:15]([OH:17])=[O:16])[CH:5]=1)(=[O:3])[CH3:2], predict the reactants needed to synthesize it. (8) Given the product [CH2:7]([NH:14][CH2:15][CH:17]1[CH2:22][CH:21]([OH:23])[CH:20]=[CH:19][CH2:18]1)[C:8]1[CH:13]=[CH:12][CH:11]=[CH:10][CH:9]=1, predict the reactants needed to synthesize it. The reactants are: [H-].[Al+3].[Li+].[H-].[H-].[H-].[CH2:7]([NH:14][C:15]([CH:17]1[CH2:22][CH:21]([OH:23])[CH:20]=[CH:19][CH2:18]1)=O)[C:8]1[CH:13]=[CH:12][CH:11]=[CH:10][CH:9]=1. (9) Given the product [CH:23]([C:20]1[CH:21]=[CH:22][C:17]([CH:13]2[C:12]3[C:11]([CH3:26])=[C:10]([NH:27][C:28](=[O:34])[CH2:29][C:30]([CH3:33])([CH3:32])[CH3:31])[C:9]([CH3:35])=[C:8]([C:4]4[CH:5]=[CH:6][CH:7]=[C:2]([NH:1][C:36](=[O:39])[CH2:37][CH3:38])[CH:3]=4)[C:16]=3[O:15][CH2:14]2)=[CH:18][CH:19]=1)([CH3:24])[CH3:25], predict the reactants needed to synthesize it. The reactants are: [NH2:1][C:2]1[CH:3]=[C:4]([C:8]2[C:16]3[O:15][CH2:14][CH:13]([C:17]4[CH:22]=[CH:21][C:20]([CH:23]([CH3:25])[CH3:24])=[CH:19][CH:18]=4)[C:12]=3[C:11]([CH3:26])=[C:10]([NH:27][C:28](=[O:34])[CH2:29][C:30]([CH3:33])([CH3:32])[CH3:31])[C:9]=2[CH3:35])[CH:5]=[CH:6][CH:7]=1.[C:36](Cl)(=[O:39])[CH2:37][CH3:38]. (10) Given the product [Cl:8][C:6]1[N:5]=[C:4]([S:9][CH2:10][C:11]2[CH:16]=[CH:15][CH:14]=[C:13]([F:17])[C:12]=2[F:18])[N:3]=[C:2]([O:39][CH2:38][CH2:37][OH:40])[CH:7]=1, predict the reactants needed to synthesize it. The reactants are: Cl[C:2]1[CH:7]=[C:6]([Cl:8])[N:5]=[C:4]([S:9][CH2:10][C:11]2[CH:16]=[CH:15][CH:14]=[C:13]([F:17])[C:12]=2[F:18])[N:3]=1.FC1C(F)=CC=CC=1CSC1N=C(O)C=C(O)N=1.[CH2:37]([OH:40])[CH2:38][OH:39].[H-].[Na+].